From a dataset of Reaction yield outcomes from USPTO patents with 853,638 reactions. Predict the reaction yield, written as a fraction of the theoretical maximum amount of product (1.0 means a 100% yield; for example, 0.34 means a 34% yield). (1) The reactants are [CH3:1][C:2]1[CH:7]=[CH:6][N:5]=[CH:4][C:3]=1[N:8]1[CH2:12][CH2:11][NH:10][C:9]1=[O:13].Br[C:15]1[CH:20]=[CH:19][C:18]([F:21])=[C:17]([C:22]([F:25])([F:24])[F:23])[CH:16]=1.N[C@@H]1CCCC[C@H]1N.P([O-])([O-])([O-])=O.[K+].[K+].[K+]. The catalyst is [Cu](I)I.O1CCOCC1. The product is [F:21][C:18]1[CH:19]=[CH:20][C:15]([N:10]2[CH2:11][CH2:12][N:8]([C:3]3[CH:4]=[N:5][CH:6]=[CH:7][C:2]=3[CH3:1])[C:9]2=[O:13])=[CH:16][C:17]=1[C:22]([F:23])([F:24])[F:25]. The yield is 0.603. (2) The reactants are [O:1]=[C:2]([N:19]1[C:27]2[C:22](=[C:23]([C:34]3[O:35][C:36](=[S:39])[NH:37][N:38]=3)[CH:24]=[C:25]([C:28]3[CH:33]=[CH:32][N:31]=[CH:30][CH:29]=3)[CH:26]=2)[CH2:21][CH2:20]1)[C@@H:3]([NH:11]C(=O)OC(C)(C)C)[CH2:4][C:5]1[CH:10]=[CH:9][CH:8]=[CH:7][CH:6]=1.FC(F)(F)C(O)=O. The catalyst is ClCCl. The product is [NH2:11][C@@H:3]([CH2:4][C:5]1[CH:6]=[CH:7][CH:8]=[CH:9][CH:10]=1)[C:2]([N:19]1[C:27]2[C:22](=[C:23]([C:34]3[O:35][C:36](=[S:39])[NH:37][N:38]=3)[CH:24]=[C:25]([C:28]3[CH:33]=[CH:32][N:31]=[CH:30][CH:29]=3)[CH:26]=2)[CH2:21][CH2:20]1)=[O:1]. The yield is 0.630. (3) The reactants are [Cl:1][C:2]1[CH:7]=[CH:6][C:5]([C:8]2O[C:10](=[O:18])[C:11]3[CH:17]=[CH:16][CH:15]=[CH:14][C:12]=3[N:13]=2)=[CH:4][CH:3]=1.[CH2:19]([NH2:27])[CH2:20][C:21]1[CH:26]=[CH:25][CH:24]=[CH:23][CH:22]=1. No catalyst specified. The product is [Cl:1][C:2]1[CH:3]=[CH:4][C:5]([C:8]2[N:27]([CH2:19][CH2:20][C:21]3[CH:26]=[CH:25][CH:24]=[CH:23][CH:22]=3)[C:10](=[O:18])[C:11]3[C:12](=[CH:14][CH:15]=[CH:16][CH:17]=3)[N:13]=2)=[CH:6][CH:7]=1. The yield is 0.500.